This data is from NCI-60 drug combinations with 297,098 pairs across 59 cell lines. The task is: Regression. Given two drug SMILES strings and cell line genomic features, predict the synergy score measuring deviation from expected non-interaction effect. (1) Drug 1: CS(=O)(=O)C1=CC(=C(C=C1)C(=O)NC2=CC(=C(C=C2)Cl)C3=CC=CC=N3)Cl. Drug 2: CC=C1C(=O)NC(C(=O)OC2CC(=O)NC(C(=O)NC(CSSCCC=C2)C(=O)N1)C(C)C)C(C)C. Cell line: SK-MEL-5. Synergy scores: CSS=26.8, Synergy_ZIP=-2.33, Synergy_Bliss=-7.17, Synergy_Loewe=-68.5, Synergy_HSA=-9.08. (2) Drug 2: CCC1=C2CN3C(=CC4=C(C3=O)COC(=O)C4(CC)O)C2=NC5=C1C=C(C=C5)O. Drug 1: C1CCC(C1)C(CC#N)N2C=C(C=N2)C3=C4C=CNC4=NC=N3. Cell line: SW-620. Synergy scores: CSS=43.1, Synergy_ZIP=7.12, Synergy_Bliss=6.42, Synergy_Loewe=-4.06, Synergy_HSA=6.13.